This data is from Peptide-MHC class II binding affinity with 134,281 pairs from IEDB. The task is: Regression. Given a peptide amino acid sequence and an MHC pseudo amino acid sequence, predict their binding affinity value. This is MHC class II binding data. (1) The peptide sequence is TLYGPQLSQKIVQIN. The MHC is HLA-DQA10301-DQB10302 with pseudo-sequence HLA-DQA10301-DQB10302. The binding affinity (normalized) is 0.139. (2) The peptide sequence is ALLTSRLTGLALRNR. The MHC is DRB5_0101 with pseudo-sequence DRB5_0101. The binding affinity (normalized) is 0.435. (3) The peptide sequence is QLIYPLISPSFLVYS. The MHC is DRB1_1302 with pseudo-sequence DRB1_1302. The binding affinity (normalized) is 0.627. (4) The peptide sequence is GGLVQPGGSLRLSCA. The MHC is DRB1_0901 with pseudo-sequence DRB1_0901. The binding affinity (normalized) is 0.546. (5) The peptide sequence is EKKYFACTQFEPLAA. The MHC is HLA-DQA10501-DQB10301 with pseudo-sequence HLA-DQA10501-DQB10301. The binding affinity (normalized) is 0.181. (6) The peptide sequence is FETIVVTVDSLPEFK. The MHC is DRB1_1501 with pseudo-sequence DRB1_1501. The binding affinity (normalized) is 0.246. (7) The peptide sequence is AAAQASAAAAAYEAA. The MHC is HLA-DQA10102-DQB10502 with pseudo-sequence HLA-DQA10102-DQB10502. The binding affinity (normalized) is 0.121. (8) The peptide sequence is DIYISRRLLGTFTWT. The MHC is DRB1_1302 with pseudo-sequence DRB1_1302. The binding affinity (normalized) is 0.286. (9) The peptide sequence is PAGVCPTIGVGGNFA. The MHC is DRB1_0101 with pseudo-sequence DRB1_0101. The binding affinity (normalized) is 0.162.